Dataset: Peptide-MHC class II binding affinity with 134,281 pairs from IEDB. Task: Regression. Given a peptide amino acid sequence and an MHC pseudo amino acid sequence, predict their binding affinity value. This is MHC class II binding data. (1) The peptide sequence is LCQYLNTLTLAVPYN. The MHC is DRB1_0701 with pseudo-sequence DRB1_0701. The binding affinity (normalized) is 0.733. (2) The MHC is DRB1_0802 with pseudo-sequence DRB1_0802. The peptide sequence is RWLLIEILKASKSML. The binding affinity (normalized) is 0.413. (3) The peptide sequence is PDKFLANVSTVLTGK. The MHC is DRB1_1001 with pseudo-sequence DRB1_1001. The binding affinity (normalized) is 0.592. (4) The MHC is HLA-DQA10201-DQB10301 with pseudo-sequence HLA-DQA10201-DQB10301. The peptide sequence is KAQGKTLGVNMVRRG. The binding affinity (normalized) is 0. (5) The peptide sequence is SINYRTEIDKPSQHH. The MHC is DRB1_1201 with pseudo-sequence DRB1_1201. The binding affinity (normalized) is 0.